Dataset: Full USPTO retrosynthesis dataset with 1.9M reactions from patents (1976-2016). Task: Predict the reactants needed to synthesize the given product. (1) The reactants are: Br[C:2]1[CH:7]=[CH:6][C:5]([C:8]2[CH:9]=[C:10]3[C:14](=[CH:15][CH:16]=2)[N:13]([CH3:17])[N:12]=[CH:11]3)=[CH:4][CH:3]=1.C([O-])(=O)C.[K+].[B:23]1([B:23]2[O:27][C:26]([CH3:29])([CH3:28])[C:25]([CH3:31])([CH3:30])[O:24]2)[O:27][C:26]([CH3:29])([CH3:28])[C:25]([CH3:31])([CH3:30])[O:24]1. Given the product [CH3:17][N:13]1[C:14]2[C:10](=[CH:9][C:8]([C:5]3[CH:6]=[CH:7][C:2]([B:23]4[O:27][C:26]([CH3:29])([CH3:28])[C:25]([CH3:31])([CH3:30])[O:24]4)=[CH:3][CH:4]=3)=[CH:16][CH:15]=2)[CH:11]=[N:12]1, predict the reactants needed to synthesize it. (2) Given the product [CH:20]([C:17]1[CH:18]=[CH:19][N:15]([C:4]2[CH:3]=[C:2]([O:1][CH:42]3[CH2:59][CH:58]4[CH:44]([C:45](=[O:65])[N:46]([CH3:64])[CH2:47][CH2:48][CH2:49][CH2:50][CH:51]=[CH:52][CH:53]5[C:55]([C:61]([OH:63])=[O:62])([NH:56][C:57]4=[O:60])[CH2:54]5)[CH2:43]3)[C:11]3[C:6](=[C:7]([CH3:14])[C:8]([O:12][CH3:13])=[CH:9][CH:10]=3)[N:5]=2)[N:16]=1)([CH3:22])[CH3:21], predict the reactants needed to synthesize it. The reactants are: [OH:1][C:2]1[C:11]2[C:6](=[C:7]([CH3:14])[C:8]([O:12][CH3:13])=[CH:9][CH:10]=2)[N:5]=[C:4]([N:15]2[CH:19]=[CH:18][C:17]([CH:20]([CH3:22])[CH3:21])=[N:16]2)[CH:3]=1.COC1C(C)=C2C(C(O[CH:42]3[CH2:59][CH:58]4[CH:44]([C:45](=[O:65])[N:46]([CH3:64])[CH2:47][CH2:48][CH2:49][CH2:50][CH:51]=[CH:52][CH:53]5[C:55]([C:61]([OH:63])=[O:62])([NH:56][C:57]4=[O:60])[CH2:54]5)[CH2:43]3)=CC(C3SC=CN=3)=N2)=CC=1. (3) Given the product [F:14][C:15]1[CH:20]=[C:19]([S:21]([CH3:24])(=[O:23])=[O:22])[CH:18]=[CH:17][C:16]=1[C:25]1[CH:26]=[C:27]2[CH:33]=[C:32]([CH:34]3[CH2:35][CH2:36][N:37]([CH2:40][C:41]([F:11])([CH3:43])[CH3:42])[CH2:38][CH2:39]3)[O:31][C:28]2=[CH:29][N:30]=1, predict the reactants needed to synthesize it. The reactants are: COCCN(S(F)(F)[F:11])CCOC.[F:14][C:15]1[CH:20]=[C:19]([S:21]([CH3:24])(=[O:23])=[O:22])[CH:18]=[CH:17][C:16]=1[C:25]1[CH:26]=[C:27]2[CH:33]=[C:32]([CH:34]3[CH2:39][CH2:38][N:37]([CH2:40][C:41](O)([CH3:43])[CH3:42])[CH2:36][CH2:35]3)[O:31][C:28]2=[CH:29][N:30]=1.